From a dataset of Forward reaction prediction with 1.9M reactions from USPTO patents (1976-2016). Predict the product of the given reaction. Given the reactants [NH3:1].C[O:3][C:4]([C@@H:6]1[O:10][C:9](=[O:11])[N:8]([C:12]2[CH:13]=[C:14]3[C:18](=[C:19]([F:21])[CH:20]=2)[N:17]([CH:22]([CH3:24])[CH3:23])[C:16](=[O:25])[CH2:15]3)[CH2:7]1)=O, predict the reaction product. The product is: [F:21][C:19]1[CH:20]=[C:12]([N:8]2[CH2:7][C@H:6]([C:4]([NH2:1])=[O:3])[O:10][C:9]2=[O:11])[CH:13]=[C:14]2[C:18]=1[N:17]([CH:22]([CH3:23])[CH3:24])[C:16](=[O:25])[CH2:15]2.